This data is from Forward reaction prediction with 1.9M reactions from USPTO patents (1976-2016). The task is: Predict the product of the given reaction. Given the reactants C(OC([NH:8][C@H:9]1[C@H:14]([CH2:15][CH:16]2[CH2:19][CH2:18][CH2:17]2)[CH2:13][CH2:12][N:11]([C:20]([O:22][CH2:23][C:24]2[CH:29]=[CH:28][CH:27]=[CH:26][CH:25]=2)=[O:21])[CH2:10]1)=O)(C)(C)C.[OH-].[Na+], predict the reaction product. The product is: [NH2:8][C@H:9]1[C@H:14]([CH2:15][CH:16]2[CH2:19][CH2:18][CH2:17]2)[CH2:13][CH2:12][N:11]([C:20]([O:22][CH2:23][C:24]2[CH:25]=[CH:26][CH:27]=[CH:28][CH:29]=2)=[O:21])[CH2:10]1.